Dataset: Reaction yield outcomes from USPTO patents with 853,638 reactions. Task: Predict the reaction yield, written as a fraction of the theoretical maximum amount of product (1.0 means a 100% yield; for example, 0.34 means a 34% yield). (1) The reactants are [CH3:1][C:2]([CH3:8])([CH2:5][CH:6]=[CH2:7])[CH:3]=O.[CH2:9]([NH2:12])[CH:10]=[CH2:11]. The catalyst is C1C=CC=CC=1. The product is [CH2:9]([N:12]=[CH:3][C:2]([CH3:1])([CH3:8])[CH2:5][CH:6]=[CH2:7])[CH:10]=[CH2:11]. The yield is 1.00. (2) The reactants are [CH2:1]1[C:9]2[C:4](=[CH:5][CH:6]=[CH:7][CH:8]=2)[CH2:3][CH:2]1[NH:10][C:11]1[N:12]=[CH:13][C:14]2[CH2:20][N:19]([C:21]([C:23]3[CH:27]=[CH:26][N:25]([CH2:28][C:29]#[CH:30])[CH:24]=3)=[O:22])[CH2:18][CH2:17][C:15]=2[N:16]=1.CN(C)C=O.[Na].O=C1O[C@H]([C@H](CO)O)C(O)=C1O.[N:49]([Si](C)(C)C)=[N+:50]=[N-:51]. The catalyst is O.O.O.O.O.S([O-])([O-])(=O)=O.[Cu+2].O. The product is [CH2:1]1[C:9]2[C:4](=[CH:5][CH:6]=[CH:7][CH:8]=2)[CH2:3][CH:2]1[NH:10][C:11]1[N:12]=[CH:13][C:14]2[CH2:20][N:19]([C:21]([C:23]3[CH:27]=[CH:26][N:25]([CH2:28][C:29]4[N:49]=[N:50][NH:51][CH:30]=4)[CH:24]=3)=[O:22])[CH2:18][CH2:17][C:15]=2[N:16]=1. The yield is 0.530. (3) The reactants are [NH:1]1[C:9]2[C:4](=[CH:5][C:6]([C:10]3([C:13]([O:15]C)=[O:14])[CH2:12][CH2:11]3)=[CH:7][CH:8]=2)[CH:3]=[CH:2]1.[Li+].[OH-].Cl. The catalyst is CO.O. The product is [NH:1]1[C:9]2[C:4](=[CH:5][C:6]([C:10]3([C:13]([OH:15])=[O:14])[CH2:12][CH2:11]3)=[CH:7][CH:8]=2)[CH:3]=[CH:2]1. The yield is 0.870. (4) The reactants are [F:1][CH:2]([F:8])[CH2:3][NH:4][CH2:5][CH:6]=[CH2:7].C(N(CC)C(C)C)(C)C.[Cl:18][C:19]1[CH:24]=[CH:23][C:22]([CH2:25]Cl)=[CH:21][N:20]=1. No catalyst specified. The product is [Cl:18][C:19]1[N:20]=[CH:21][C:22]([CH2:25][N:4]([CH2:3][CH:2]([F:8])[F:1])[CH2:5][CH:6]=[CH2:7])=[CH:23][CH:24]=1. The yield is 0.980. (5) The reactants are [C:1]([O:5][C:6]([NH:8][C@H:9]1[CH2:13][CH2:12][CH2:11][C@H:10]1[O:14]C(=O)C1C=CC([N+]([O-])=O)=CC=1)=[O:7])([CH3:4])([CH3:3])[CH3:2].CO.O.C(=O)([O-])[O-].[K+].[K+]. The catalyst is O. The product is [C:1]([O:5][C:6]([NH:8][C@H:9]1[CH2:13][CH2:12][CH2:11][C@H:10]1[OH:14])=[O:7])([CH3:4])([CH3:2])[CH3:3]. The yield is 0.910.